Predict the reactants needed to synthesize the given product. From a dataset of Full USPTO retrosynthesis dataset with 1.9M reactions from patents (1976-2016). Given the product [CH2:16]([C:4]1[CH:3]=[C:2]([NH2:1])[C:11]2[C:6](=[CH:7][CH:8]=[C:9]([NH2:12])[CH:10]=2)[N:5]=1)[CH2:17][CH2:18][CH2:19][CH3:20], predict the reactants needed to synthesize it. The reactants are: [NH2:1][C:2]1[C:11]2[C:6](=[CH:7][CH:8]=[C:9]([NH:12]C(=O)C)[CH:10]=2)[N:5]=[C:4]([CH2:16][CH2:17][CH2:18][CH2:19][CH3:20])[CH:3]=1.Cl.